This data is from Reaction yield outcomes from USPTO patents with 853,638 reactions. The task is: Predict the reaction yield, written as a fraction of the theoretical maximum amount of product (1.0 means a 100% yield; for example, 0.34 means a 34% yield). (1) The reactants are [Br:1][C:2]1[CH:10]=[C:9]([C:11]([NH:13][C@H:14]([C:16]2[NH:20][C:19]3[CH:21]=[CH:22][C:23]([Cl:25])=[CH:24][C:18]=3[N:17]=2)[CH3:15])=[O:12])[CH:8]=[CH:7][C:3]=1[C:4](O)=[O:5].CN(C(O[N:34]1N=N[C:36]2[CH:37]=[CH:38][CH:39]=C[C:35]1=2)=[N+](C)C)C.[B-](F)(F)(F)F.C(N(C(C)C)CC)(C)C.CC1CCCN1.BrCl. The catalyst is CN(C)C=O.ClCCl.C(O)C. The product is [Br:1][C:2]1[CH:10]=[C:9]([CH:8]=[CH:7][C:3]=1[C:4]([N:34]1[CH2:35][CH2:36][CH2:37][CH:38]1[CH3:39])=[O:5])[C:11]([NH:13][C@H:14]([C:16]1[NH:20][C:19]2[CH:21]=[CH:22][C:23]([Cl:25])=[CH:24][C:18]=2[N:17]=1)[CH3:15])=[O:12]. The yield is 0.220. (2) The reactants are [F:1][C:2]1[CH:8]=[C:7]([I:9])[CH:6]=[CH:5][C:3]=1[NH2:4].[F:10][C:11]1[CH:16]=[C:15]([O:17][CH2:18][CH2:19][O:20][CH3:21])[C:14]([N+:22]([O-:24])=[O:23])=[C:13](F)[C:12]=1[F:26]. No catalyst specified. The product is [F:26][C:12]1[C:11]([F:10])=[CH:16][C:15]([O:17][CH2:18][CH2:19][O:20][CH3:21])=[C:14]([N+:22]([O-:24])=[O:23])[C:13]=1[NH:4][C:3]1[CH:5]=[CH:6][C:7]([I:9])=[CH:8][C:2]=1[F:1]. The yield is 0.320. (3) The catalyst is C(Cl)Cl. The yield is 0.810. The reactants are [Cl:1]CCOC(Cl)=O.[CH:8]1[C:20]2[CH:19]([CH2:21][O:22][C:23]([N:25]3[CH2:30][CH2:29][N:28]([CH:31]4[CH2:36][CH2:35][N:34](CC5C=CC=CC=5)[CH2:33][CH2:32]4)[CH2:27][CH2:26]3)=[O:24])[C:18]3[C:13](=[CH:14][CH:15]=[CH:16][CH:17]=3)[C:12]=2[CH:11]=[CH:10][CH:9]=1. The product is [ClH:1].[CH:17]1[C:18]2[CH:19]([CH2:21][O:22][C:23]([N:25]3[CH2:30][CH2:29][N:28]([CH:31]4[CH2:36][CH2:35][NH:34][CH2:33][CH2:32]4)[CH2:27][CH2:26]3)=[O:24])[C:20]3[C:12](=[CH:11][CH:10]=[CH:9][CH:8]=3)[C:13]=2[CH:14]=[CH:15][CH:16]=1. (4) The reactants are [CH3:1][O:2][C:3]([C:5]1[S:6][C:7]([Sn](CCCC)(CCCC)CCCC)=[CH:8][C:9]=1[N:10]([C@H:20]1[CH2:25][CH2:24][C@H:23]([OH:26])[CH2:22][CH2:21]1)[C:11]([C@H:13]1[CH2:18][CH2:17][C@H:16]([CH3:19])[CH2:15][CH2:14]1)=[O:12])=[O:4].[O:40]([CH:47]1[CH2:52][CH2:51][C:50](OS(C(F)(F)F)(=O)=O)=[CH:49][CH2:48]1)[C:41]1[CH:46]=[CH:45][CH:44]=[CH:43][CH:42]=1. The catalyst is C1(C)C=CC=CC=1.C1C=CC([P]([Pd]([P](C2C=CC=CC=2)(C2C=CC=CC=2)C2C=CC=CC=2)([P](C2C=CC=CC=2)(C2C=CC=CC=2)C2C=CC=CC=2)[P](C2C=CC=CC=2)(C2C=CC=CC=2)C2C=CC=CC=2)(C2C=CC=CC=2)C2C=CC=CC=2)=CC=1. The product is [CH3:1][O:2][C:3]([C:5]1[S:6][C:7]([C:50]2[CH2:51][CH2:52][CH:47]([O:40][C:41]3[CH:42]=[CH:43][CH:44]=[CH:45][CH:46]=3)[CH2:48][CH:49]=2)=[CH:8][C:9]=1[N:10]([C@H:20]1[CH2:21][CH2:22][C@H:23]([OH:26])[CH2:24][CH2:25]1)[C:11]([C@H:13]1[CH2:18][CH2:17][C@H:16]([CH3:19])[CH2:15][CH2:14]1)=[O:12])=[O:4]. The yield is 0.240.